This data is from Full USPTO retrosynthesis dataset with 1.9M reactions from patents (1976-2016). The task is: Predict the reactants needed to synthesize the given product. (1) Given the product [Br:22][C:10]1[C:9](=[O:16])[N:8]([C:7]2[C:6]([Cl:17])=[CH:5][C:4]([S:18]([NH2:21])(=[O:19])=[O:20])=[CH:3][C:2]=2[Cl:1])[C:13]([CH3:14])=[CH:12][C:11]=1[O:15][CH2:33][C:32]1[CH:35]=[CH:36][C:37]([F:39])=[CH:38][C:31]=1[F:30], predict the reactants needed to synthesize it. The reactants are: [Cl:1][C:2]1[CH:3]=[C:4]([S:18]([NH2:21])(=[O:20])=[O:19])[CH:5]=[C:6]([Cl:17])[C:7]=1[N:8]1[C:13]([CH3:14])=[CH:12][C:11]([OH:15])=[CH:10][C:9]1=[O:16].[Br:22]N1C(=O)CCC1=O.[F:30][C:31]1[CH:38]=[C:37]([F:39])[CH:36]=[CH:35][C:32]=1[CH2:33]Br.C(=O)([O-])[O-].[K+].[K+]. (2) Given the product [O:1]1[CH2:2][CH2:3][N:4]([C:7]2[C:8]3[N:9]([CH:13]=[C:14]([CH:16]=[O:17])[N:15]=3)[N:10]=[CH:11][CH:12]=2)[CH2:5][CH2:6]1, predict the reactants needed to synthesize it. The reactants are: [O:1]1[CH2:6][CH2:5][N:4]([C:7]2[C:8]3[N:9]([CH:13]=[C:14]([CH2:16][OH:17])[N:15]=3)[N:10]=[CH:11][CH:12]=2)[CH2:3][CH2:2]1. (3) Given the product [Cl:1][C:2]1[CH:3]=[C:4]([C:10]([F:13])([F:12])[F:11])[CH:5]=[C:6]([Cl:9])[C:7]=1[NH2:14], predict the reactants needed to synthesize it. The reactants are: [Cl:1][C:2]1[CH:3]=[C:4]([C:10]([F:13])([F:12])[F:11])[CH:5]=[C:6]([Cl:9])[C:7]=1Cl.[NH3:14]. (4) Given the product [NH:14]1[CH:19]=[CH:18][C:17](=[C:20]2[C:6](=[O:5])[C:7]3[CH2:8][CH2:9][CH2:10][CH2:11][C:12]=3[C:4]2=[O:13])[CH:16]=[CH:15]1, predict the reactants needed to synthesize it. The reactants are: C[O-].[Na+].[C:4]1(=[O:13])[C:12]2[CH2:11][CH2:10][CH2:9][CH2:8][C:7]=2[CH2:6][O:5]1.[N:14]1[CH:19]=[CH:18][C:17]([CH:20]=O)=[CH:16][CH:15]=1.C(OCC)(=O)CC. (5) Given the product [C:33]([O:32][C:30]([N:37]1[CH2:42][CH2:41][CH:40]([N:22]([CH2:21][CH2:20][N:17]2[CH2:16][CH2:15][CH:14]([CH2:13][C:12](=[O:29])[NH:11][C:8]3[CH:7]=[CH:6][C:5]([S:2]([CH3:1])(=[O:4])=[O:3])=[CH:10][CH:9]=3)[CH2:19][CH2:18]2)[C:23]2[CH:24]=[CH:25][CH:26]=[CH:27][CH:28]=2)[CH2:39][CH2:38]1)=[O:31])([CH3:36])([CH3:34])[CH3:35], predict the reactants needed to synthesize it. The reactants are: [CH3:1][S:2]([C:5]1[CH:10]=[CH:9][C:8]([NH:11][C:12](=[O:29])[CH2:13][CH:14]2[CH2:19][CH2:18][N:17]([CH2:20][CH2:21][NH:22][C:23]3[CH:28]=[CH:27][CH:26]=[CH:25][CH:24]=3)[CH2:16][CH2:15]2)=[CH:7][CH:6]=1)(=[O:4])=[O:3].[C:30]([N:37]1[CH2:42][CH2:41][CH:40](Cl)[CH2:39][CH2:38]1)([O:32][C:33]([CH3:36])([CH3:35])[CH3:34])=[O:31]. (6) Given the product [N:3]1[CH:4]=[CH:5][CH:6]=[CH:7][C:2]=1[C:11]1[CH:12]=[C:13]([Br:15])[CH:14]=[C:9]([C:2]2[CH:7]=[CH:6][CH:5]=[CH:4][N:3]=2)[CH:10]=1, predict the reactants needed to synthesize it. The reactants are: Br[C:2]1[CH:7]=[CH:6][CH:5]=[CH:4][N:3]=1.Br[C:9]1[CH:14]=[C:13]([Br:15])[CH:12]=[C:11](Br)[CH:10]=1. (7) Given the product [Na+:32].[CH:28]1([N:7]2[C:6]([C:4]([O-:5])=[O:3])=[C:10]([C:11]3[CH:12]=[N:13][CH:14]=[CH:15][CH:16]=3)[N:9]=[C:8]2[C:17]2[CH:22]=[CH:21][C:20]([O:23][C:24]([F:26])([F:27])[F:25])=[CH:19][CH:18]=2)[CH2:30][CH2:29]1, predict the reactants needed to synthesize it. The reactants are: C([O:3][C:4]([C:6]1[N:7]([CH:28]2[CH2:30][CH2:29]2)[C:8]([C:17]2[CH:22]=[CH:21][C:20]([O:23][C:24]([F:27])([F:26])[F:25])=[CH:19][CH:18]=2)=[N:9][C:10]=1[C:11]1[CH:12]=[N:13][CH:14]=[CH:15][CH:16]=1)=[O:5])C.[OH-].[Na+:32]. (8) Given the product [CH2:1]([NH:8][C:9]([N:11]1[CH:16]2[C@H:17]([CH3:41])[N:18]([CH2:30][C:31]3[CH:32]=[CH:33][CH:34]=[C:35]4[C:40]=3[N:39]=[CH:38][CH:37]=[CH:36]4)[C:19](=[O:29])[C@H:20]([CH2:21][C:22]3[CH:23]=[CH:24][C:25]([O:28][C:52]([NH:51][CH:54]([CH2:65][CH:66]([CH3:68])[CH3:67])[C:55]([O:57][CH2:58][C:59]4[CH:64]=[CH:63][CH:62]=[CH:61][CH:60]=4)=[O:56])=[O:53])=[CH:26][CH:27]=3)[N:15]2[C:14](=[O:42])[CH2:13][N:12]1[CH3:43])=[O:10])[C:2]1[CH:3]=[CH:4][CH:5]=[CH:6][CH:7]=1, predict the reactants needed to synthesize it. The reactants are: [CH2:1]([NH:8][C:9]([N:11]1[CH:16]2[C@H:17]([CH3:41])[N:18]([CH2:30][C:31]3[CH:32]=[CH:33][CH:34]=[C:35]4[C:40]=3[N:39]=[CH:38][CH:37]=[CH:36]4)[C:19](=[O:29])[C@H:20]([CH2:21][C:22]3[CH:27]=[CH:26][C:25]([OH:28])=[CH:24][CH:23]=3)[N:15]2[C:14](=[O:42])[CH2:13][N:12]1[CH3:43])=[O:10])[C:2]1[CH:7]=[CH:6][CH:5]=[CH:4][CH:3]=1.C(N(CC)CC)C.[N:51]([CH:54]([CH2:65][CH:66]([CH3:68])[CH3:67])[C:55]([O:57][CH2:58][C:59]1[CH:64]=[CH:63][CH:62]=[CH:61][CH:60]=1)=[O:56])=[C:52]=[O:53].